This data is from Retrosynthesis with 50K atom-mapped reactions and 10 reaction types from USPTO. The task is: Predict the reactants needed to synthesize the given product. (1) Given the product COc1cccc2scc(C#Cc3ccc(C)cc3)c12, predict the reactants needed to synthesize it. The reactants are: C#Cc1csc2cccc(OC)c12.Cc1ccc(Br)cc1. (2) Given the product C[C@@H]1C[C@H]2[C@@H]3CCC4=CC(=O)CCC4=C3[C@@H](c3ccc(-c4cnccn4)cc3)C[C@]2(C)[C@H]1C(=O)C1CC1, predict the reactants needed to synthesize it. The reactants are: CCCC[Sn](CCCC)(CCCC)c1cnccn1.C[C@@H]1C[C@H]2[C@@H]3CCC4=CC(=O)CCC4=C3[C@@H](c3ccc(Br)cc3)C[C@]2(C)[C@H]1C(=O)C1CC1. (3) Given the product CC(=O)N[C@H](CCNC(=O)c1nc(C#N)c2cc(Oc3ccccc3)ccc2c1O)C(=O)O, predict the reactants needed to synthesize it. The reactants are: CC(=O)OC(C)=O.N#Cc1nc(C(=O)NCC[C@@H](N)C(=O)O)c(O)c2ccc(Oc3ccccc3)cc12. (4) Given the product C[C@H]1Cn2c(cc(OCc3cc(F)c(F)cc3F)nc2=O)N1C, predict the reactants needed to synthesize it. The reactants are: C[C@H]1Cn2c(cc(Cl)nc2=O)N1C.OCc1cc(F)c(F)cc1F. (5) Given the product COC(=O)c1c(NS(=O)(=O)c2ccc(F)cc2Br)ccc2c1CCn1nccc1-2, predict the reactants needed to synthesize it. The reactants are: COC(=O)c1c(N)ccc2c1CCn1nccc1-2.O=S(=O)(Cl)c1ccc(F)cc1Br. (6) Given the product Cc1c(C(=O)NN2CCCCC2)nn(-c2ccc(Cl)cc2Cl)c1-c1ccc(OCc2ccccc2)cc1, predict the reactants needed to synthesize it. The reactants are: Cc1c(C(=O)O)nn(-c2ccc(Cl)cc2Cl)c1-c1ccc(OCc2ccccc2)cc1.NN1CCCCC1.